This data is from Catalyst prediction with 721,799 reactions and 888 catalyst types from USPTO. The task is: Predict which catalyst facilitates the given reaction. (1) Reactant: [C:1]([OH:14])(=[O:13])/[CH:2]=[CH:3]/[C:4]1[CH:12]=[CH:11][C:9]([OH:10])=[C:6]([O:7][CH3:8])[CH:5]=1.[C:15]1(P([C:16]2[CH:15]=CC=[CH:18][CH:17]=2)[C:16]2[CH:15]=CC=[CH:18][CH:17]=2)C=C[CH:18]=[CH:17][CH:16]=1.C(Br)(Br)(Br)[Br:35]. Product: [Br:35][CH2:18][CH2:17][CH2:16][CH2:15][O:13][C:1](=[O:14])/[CH:2]=[CH:3]/[C:4]1[CH:12]=[CH:11][C:9]([OH:10])=[C:6]([O:7][CH3:8])[CH:5]=1. The catalyst class is: 1. (2) Reactant: [CH3:1][C:2]([CH3:7])([CH3:6])[C:3](Cl)=[O:4].[NH2:8][C:9]1[C:14]([C:15]([O:17][CH3:18])=[O:16])=[C:13]([N+:19]([O-:21])=[O:20])[C:12]([Br:22])=[CH:11][CH:10]=1. Product: [Br:22][C:12]1[C:13]([N+:19]([O-:21])=[O:20])=[C:14]([C:9]([NH:8][C:3](=[O:4])[C:2]([CH3:7])([CH3:6])[CH3:1])=[CH:10][CH:11]=1)[C:15]([O:17][CH3:18])=[O:16]. The catalyst class is: 298. (3) Reactant: [C:1]([O:5][C:6]([C:8]1([C:14]#[N:15])[CH2:13][CH2:12][S:11][CH2:10][CH2:9]1)=[O:7])([CH3:4])([CH3:3])[CH3:2].CC#N.[OH2:19]. Product: [C:1]([O:5][C:6]([C:8]1([C:14]#[N:15])[CH2:13][CH2:12][S:11](=[O:19])[CH2:10][CH2:9]1)=[O:7])([CH3:4])([CH3:2])[CH3:3]. The catalyst class is: 25. (4) Reactant: C[O:2][C:3]([C:5]1[C:13]2[N:12]([C:14]3[CH:19]=[CH:18][CH:17]=[CH:16][CH:15]=3)[C:11]([C@@H:20]([NH:22][C:23]3[N:31]=[CH:30][N:29]=[C:28]4[C:24]=3[N:25]=[CH:26][N:27]4[CH:32]3[CH2:37][CH2:36][CH2:35][CH2:34][O:33]3)[CH3:21])=[N:10][C:9]=2[CH:8]=[CH:7][C:6]=1[F:38])=[O:4].O[Li].O.Cl. Product: [F:38][C:6]1[CH:7]=[CH:8][C:9]2[N:10]=[C:11]([C@@H:20]([NH:22][C:23]3[N:31]=[CH:30][N:29]=[C:28]4[C:24]=3[N:25]=[CH:26][N:27]4[CH:32]3[CH2:37][CH2:36][CH2:35][CH2:34][O:33]3)[CH3:21])[N:12]([C:14]3[CH:15]=[CH:16][CH:17]=[CH:18][CH:19]=3)[C:13]=2[C:5]=1[C:3]([OH:4])=[O:2]. The catalyst class is: 24.